Dataset: TCR-epitope binding with 47,182 pairs between 192 epitopes and 23,139 TCRs. Task: Binary Classification. Given a T-cell receptor sequence (or CDR3 region) and an epitope sequence, predict whether binding occurs between them. The epitope is RISNCVADY. The TCR CDR3 sequence is CASSQELAGGQETQYF. Result: 0 (the TCR does not bind to the epitope).